This data is from Reaction yield outcomes from USPTO patents with 853,638 reactions. The task is: Predict the reaction yield, written as a fraction of the theoretical maximum amount of product (1.0 means a 100% yield; for example, 0.34 means a 34% yield). (1) The reactants are [C:1]([C:4]1[CH:40]=[C:39]([F:41])[CH:38]=[CH:37][C:5]=1[O:6][C:7]1[C:16]([CH2:17][C:18]2[CH:23]=[CH:22][CH:21]=[CH:20][CH:19]=2)=[CH:15][C:14]2[C:9](=[CH:10][CH:11]=[C:12]([NH:24][C:25]([NH:27][C:28]3[CH:33]=[CH:32][CH:31]=[C:30]([N+:34]([O-:36])=[O:35])[CH:29]=3)=[O:26])[CH:13]=2)[N:8]=1)(=[O:3])[CH3:2].[BH4-].[Na+]. The catalyst is C(O)C. The product is [CH2:17]([C:16]1[C:7]([O:6][C:5]2[CH:37]=[CH:38][C:39]([F:41])=[CH:40][C:4]=2[CH:1]([OH:3])[CH3:2])=[N:8][C:9]2[C:14]([CH:15]=1)=[CH:13][C:12]([NH:24][C:25]([NH:27][C:28]1[CH:33]=[CH:32][CH:31]=[C:30]([N+:34]([O-:36])=[O:35])[CH:29]=1)=[O:26])=[CH:11][CH:10]=2)[C:18]1[CH:23]=[CH:22][CH:21]=[CH:20][CH:19]=1. The yield is 0.940. (2) The reactants are [CH:1]1([CH2:6][CH:7]([C:11]2[CH:16]=[CH:15][CH:14]=[C:13]([O:17][CH3:18])[CH:12]=2)[C:8]([OH:10])=O)[CH2:5][CH2:4][CH2:3][CH2:2]1.C(Cl)(=O)C(Cl)=O.[NH2:25][C:26]1[S:27][CH:28]=[CH:29][N:30]=1.C(N(CC)C(C)C)(C)C. The catalyst is C(Cl)Cl.CN(C)C=O.O1CCCC1. The product is [CH:1]1([CH2:6][CH:7]([C:11]2[CH:16]=[CH:15][CH:14]=[C:13]([O:17][CH3:18])[CH:12]=2)[C:8]([NH:25][C:26]2[S:27][CH:28]=[CH:29][N:30]=2)=[O:10])[CH2:2][CH2:3][CH2:4][CH2:5]1. The yield is 0.826. (3) The reactants are [ClH:1].C(OC([N:9]1[CH2:13][CH2:12][CH2:11][C@H:10]1[C:14]1[NH:15][C:16]([C:19]2[CH:24]=[CH:23][C:22]([B:25]3[O:29][C:28]([CH3:31])([CH3:30])[C:27]([CH3:33])([CH3:32])[O:26]3)=[CH:21][CH:20]=2)=[CH:17][N:18]=1)=O)(C)(C)C.C(OCC)C. The catalyst is O1CCOCC1.ClCCl. The product is [ClH:1].[NH:9]1[CH2:13][CH2:12][CH2:11][C@H:10]1[C:14]1[NH:15][C:16]([C:19]2[CH:24]=[CH:23][C:22]([B:25]3[O:29][C:28]([CH3:31])([CH3:30])[C:27]([CH3:33])([CH3:32])[O:26]3)=[CH:21][CH:20]=2)=[CH:17][N:18]=1. The yield is 0.950. (4) The reactants are [CH3:1][C:2]1[N:3]=[C:4]([C:7]2[C:8](=[O:18])[NH:9][C:10](=[O:17])[N:11]([CH2:13][CH2:14][CH:15]=O)[CH:12]=2)[S:5][CH:6]=1.C(O)(=O)C.[F:23][C:24]([F:38])([F:37])[C:25]1[CH:30]=[CH:29][C:28]([C@:31]23[CH2:36][C@H:35]2[CH2:34][NH:33][CH2:32]3)=[CH:27][CH:26]=1.C(O[BH-](OC(=O)C)OC(=O)C)(=O)C.[Na+].C([O-])(O)=O.[Na+]. The catalyst is ClCCCl.C(#N)C. The product is [CH3:1][C:2]1[N:3]=[C:4]([C:7]2[C:8](=[O:18])[NH:9][C:10](=[O:17])[N:11]([CH2:13][CH2:14][CH2:15][N:33]3[CH2:34][C@H:35]4[C@:31]([C:28]5[CH:27]=[CH:26][C:25]([C:24]([F:23])([F:38])[F:37])=[CH:30][CH:29]=5)([CH2:36]4)[CH2:32]3)[CH:12]=2)[S:5][CH:6]=1. The yield is 0.120. (5) The reactants are [CH3:1][NH:2][CH3:3].ClCCl.Cl[S:8]([C:11]1[CH:26]=[CH:25][C:14]([CH2:15][C:16]2[CH:21]=[CH:20][C:19]([N+:22]([O-:24])=[O:23])=[CH:18][CH:17]=2)=[CH:13][CH:12]=1)(=[O:10])=[O:9]. The catalyst is O1CCCC1. The product is [CH3:1][N:2]([CH3:3])[S:8]([C:11]1[CH:12]=[CH:13][C:14]([CH2:15][C:16]2[CH:17]=[CH:18][C:19]([N+:22]([O-:24])=[O:23])=[CH:20][CH:21]=2)=[CH:25][CH:26]=1)(=[O:9])=[O:10]. The yield is 0.980. (6) The reactants are [CH2:1]([NH:4][S:5]([C:8]1[S:12][C:11](Br)=[C:10]([C:14]2[S:18][C:17]([NH:19][C:20](=[O:22])[CH3:21])=[N:16][C:15]=2[CH3:23])[CH:9]=1)(=[O:7])=[O:6])[CH:2]=[CH2:3].C([Li])CCC.O. The catalyst is C1COCC1. The product is [CH2:1]([NH:4][S:5]([C:8]1[S:12][CH:11]=[C:10]([C:14]2[S:18][C:17]([NH:19][C:20](=[O:22])[CH3:21])=[N:16][C:15]=2[CH3:23])[CH:9]=1)(=[O:7])=[O:6])[CH:2]=[CH2:3]. The yield is 0.100. (7) The reactants are [OH:1][C@@H:2]([CH2:22][OH:23])[C@H:3]([NH:14][C:15](=[O:21])[O:16][C:17]([CH3:20])([CH3:19])[CH3:18])[C:4]1[CH:9]=[CH:8][C:7]([C:10]([F:13])([F:12])[F:11])=[CH:6][CH:5]=1.N1C=CN=C1.[Si:29](Cl)([C:32]([CH3:35])([CH3:34])[CH3:33])([CH3:31])[CH3:30]. The catalyst is CN(C=O)C. The product is [Si:29]([O:23][CH2:22][C@H:2]([OH:1])[C@H:3]([NH:14][C:15](=[O:21])[O:16][C:17]([CH3:18])([CH3:19])[CH3:20])[C:4]1[CH:9]=[CH:8][C:7]([C:10]([F:13])([F:12])[F:11])=[CH:6][CH:5]=1)([C:32]([CH3:35])([CH3:34])[CH3:33])([CH3:31])[CH3:30]. The yield is 0.950. (8) The reactants are [Cl:1][C:2]1[CH:3]=[CH:4][N:5]2[C:10]=1[C:9](=[O:11])[O:8][C:7]([CH2:12]Cl)=[N:6]2.[I-:14].[Na+].O.[Cl-].[Na+].O. The catalyst is CC(C)=O. The product is [Cl:1][C:2]1[CH:3]=[CH:4][N:5]2[C:10]=1[C:9](=[O:11])[O:8][C:7]([CH2:12][I:14])=[N:6]2. The yield is 0.950. (9) The reactants are [CH2:1]([O:4][CH2:5][C@H:6]([NH:13]C(=O)C(F)(F)F)[C:7]1[CH:12]=[CH:11][CH:10]=[CH:9][CH:8]=1)[CH:2]=[CH2:3].C(=O)([O-])[O-].[K+].[K+].CO. The catalyst is O. The product is [CH2:1]([O:4][CH2:5][C@@H:6]([C:7]1[CH:12]=[CH:11][CH:10]=[CH:9][CH:8]=1)[NH2:13])[CH:2]=[CH2:3]. The yield is 0.540.